From a dataset of Full USPTO retrosynthesis dataset with 1.9M reactions from patents (1976-2016). Predict the reactants needed to synthesize the given product. (1) Given the product [F:36][C:34]1[CH:33]=[CH:32][C:31]([S:37]([CH3:40])(=[O:39])=[O:38])=[C:30]([C:28]2[N:27]=[C:26]([N:41]3[CH2:46][CH2:45][O:44][CH2:43][C@@H:42]3[CH3:47])[N:25]=[C:24]([C:58]3[CH:59]=[CH:60][C:55]([NH:54][C:52]([NH:51][CH2:50][CH2:49][OH:48])=[O:53])=[CH:56][CH:57]=3)[CH:29]=2)[CH:35]=1, predict the reactants needed to synthesize it. The reactants are: FC1C=C(C2N=C(SC)N=C(N3CCOC[C@@H]3C)C=2)C=NC=1.Cl[C:24]1[CH:29]=[C:28]([C:30]2[CH:35]=[C:34]([F:36])[CH:33]=[CH:32][C:31]=2[S:37]([CH3:40])(=[O:39])=[O:38])[N:27]=[C:26]([N:41]2[CH2:46][CH2:45][O:44][CH2:43][C@@H:42]2[CH3:47])[N:25]=1.[OH:48][CH2:49][CH2:50][NH:51][C:52]([NH:54][C:55]1[CH:60]=[CH:59][C:58](B2OC(C)(C)C(C)(C)O2)=[CH:57][CH:56]=1)=[O:53]. (2) Given the product [ClH:22].[NH:12]([C@H:9]1[CH2:10][CH2:11][C@H:6]([C:4]([O:3][CH2:1][CH3:2])=[O:5])[C@H:7]([CH3:21])[CH2:8]1)[NH2:13], predict the reactants needed to synthesize it. The reactants are: [CH2:1]([O:3][C:4]([C@H:6]1[CH2:11][CH2:10][C@H:9]([NH:12][NH:13]C(OC(C)(C)C)=O)[CH2:8][C@H:7]1[CH3:21])=[O:5])[CH3:2].[ClH:22].O1CCOCC1.C1C=C2C(C(O)(O)C(=O)C2=CC=1)=O. (3) Given the product [CH3:28][O:29][C:30](=[O:49])[C:31]([C:33]1[CH:34]=[CH:35][CH:36]=[C:37]([O:23][C:19]2[CH:20]=[CH:21][CH:22]=[C:17]([C:16]3[N:8]([CH2:1][C:2]4[CH:7]=[CH:6][CH:5]=[CH:4][CH:3]=4)[N:9]=[C:10]4[C:15]=3[CH:14]=[CH:13][CH:12]=[C:11]4[C:24]([F:27])([F:25])[F:26])[CH:18]=2)[CH:38]=1)([CH3:48])[CH3:32], predict the reactants needed to synthesize it. The reactants are: [CH2:1]([N:8]1[C:16]([C:17]2[CH:18]=[C:19]([OH:23])[CH:20]=[CH:21][CH:22]=2)=[C:15]2[C:10]([C:11]([C:24]([F:27])([F:26])[F:25])=[CH:12][CH:13]=[CH:14]2)=[N:9]1)[C:2]1[CH:7]=[CH:6][CH:5]=[CH:4][CH:3]=1.[CH3:28][O:29][C:30](=[O:49])[C:31]([CH3:48])([C:33]1[CH:38]=[CH:37][CH:36]=[C:35](B2OC(C)(C)C(C)(C)O2)[CH:34]=1)[CH3:32].N1C=CC=CC=1. (4) Given the product [ClH:23].[F:1][C:2]1[CH:3]=[CH:4][C:5]([CH2:6][C:7]2([OH:20])[CH2:8][CH2:9][NH:10][CH2:11][CH2:12]2)=[CH:21][CH:22]=1, predict the reactants needed to synthesize it. The reactants are: [F:1][C:2]1[CH:22]=[CH:21][C:5]([CH2:6][C:7]2([OH:20])[CH2:12][CH2:11][N:10](C(OC(C)(C)C)=O)[CH2:9][CH2:8]2)=[CH:4][CH:3]=1.[ClH:23].C(O)C. (5) Given the product [Br:1][C:2]1[CH:9]=[CH:8][C:7]([F:10])=[CH:6][C:3]=1[CH2:4][CH2:13][CH:12]=[CH2:11], predict the reactants needed to synthesize it. The reactants are: [Br:1][C:2]1[CH:9]=[CH:8][C:7]([F:10])=[CH:6][C:3]=1[CH2:4]Br.[CH2:11]([Mg]Br)[CH:12]=[CH2:13]. (6) Given the product [I:28][C:29]1[CH:30]=[C:31]([CH:34]=[CH:35][CH:36]=1)[CH2:32][NH:33][C:2]1[C:3]2[N:4]=[CH:5][N:6]([C:7]=2[N:8]=[CH:9][N:10]=1)[C@@H:11]1[O:23][C@H:22]([CH2:24][O:25][CH2:26][CH3:27])[C@@H:17]([OH:18])[C@H:12]1[OH:13], predict the reactants needed to synthesize it. The reactants are: Cl[C:2]1[N:10]=[CH:9][N:8]=[C:7]2[C:3]=1[N:4]=[CH:5][N:6]2[C@@H:11]1[O:23][C@H:22]([CH2:24][O:25][CH2:26][CH3:27])[C@@H:17]([O:18]C(=O)C)[C@H:12]1[O:13]C(=O)C.[I:28][C:29]1[CH:30]=[C:31]([CH:34]=[CH:35][CH:36]=1)[CH2:32][NH2:33].Cl. (7) Given the product [OH:37][C:31]1([CH2:30][O:29][C:25]2[CH:26]=[C:27]([CH3:28])[C:22]([C:18]3[CH:19]=[CH:20][CH:21]=[C:16]([CH2:15][O:14][C:13]4[CH:12]=[CH:11][C:10]([CH2:9][N:8]5[C:5](=[O:6])[N-:4][C:2](=[O:3])[O:7]5)=[CH:40][CH:39]=4)[CH:17]=3)=[C:23]([CH3:38])[CH:24]=2)[CH2:32][CH2:33][S:34][CH2:35][CH2:36]1.[Na+:44], predict the reactants needed to synthesize it. The reactants are: Cl[C:2]([N:4]=[C:5]=[O:6])=[O:3].[OH:7][NH:8][CH2:9][C:10]1[CH:40]=[CH:39][C:13]([O:14][CH2:15][C:16]2[CH:17]=[C:18]([C:22]3[C:27]([CH3:28])=[CH:26][C:25]([O:29][CH2:30][C:31]4([OH:37])[CH2:36][CH2:35][S:34][CH2:33][CH2:32]4)=[CH:24][C:23]=3[CH3:38])[CH:19]=[CH:20][CH:21]=2)=[CH:12][CH:11]=1.Cl.C[O-].[Na+:44].